This data is from Reaction yield outcomes from USPTO patents with 853,638 reactions. The task is: Predict the reaction yield, written as a fraction of the theoretical maximum amount of product (1.0 means a 100% yield; for example, 0.34 means a 34% yield). (1) The reactants are [C:1]([CH2:3][C:4]1[CH:9]=[CH:8][N:7]=[CH:6][CH:5]=1)#[N:2].[I:10][CH2:11][CH2:12][C:13]([OH:15])=[O:14]. No catalyst specified. The product is [I-:10].[C:13]([CH2:12][CH2:11][N+:7]1[CH:8]=[CH:9][C:4]([CH2:3][C:1]#[N:2])=[CH:5][CH:6]=1)([OH:15])=[O:14]. The yield is 0.790. (2) The reactants are [CH3:1][C:2]1([CH3:28])[CH2:7][CH:6]([N:8]2[C:16](=[O:17])[C:15]3[C:10](=[CH:11][CH:12]=[CH:13][CH:14]=3)[C:9]2=[O:18])[CH:5]=[C:4]([C:19]2[CH:24]=[CH:23][N:22]=[CH:21][C:20]=2[N+:25]([O-])=O)[CH2:3]1. The catalyst is C(O)(=O)C.[Pd]. The product is [NH2:25][C:20]1[CH:21]=[N:22][CH:23]=[CH:24][C:19]=1[C:4]1[CH2:3][C:2]([CH3:28])([CH3:1])[CH2:7][CH:6]([N:8]2[C:9](=[O:18])[C:10]3[C:15](=[CH:14][CH:13]=[CH:12][CH:11]=3)[C:16]2=[O:17])[CH:5]=1. The yield is 0.890. (3) The reactants are Cl.[Cl:2][C:3]1[CH:4]=[C:5]([CH:18]=[CH:19][C:20]=1[F:21])[NH:6][C:7]1[C:16]2[C:11](=[CH:12][CH:13]=[CH:14][C:15]=2F)[N:10]=[CH:9][N:8]=1.[OH:22][CH:23]1[CH2:27][CH2:26][N:25]([CH3:28])[CH2:24]1. No catalyst specified. The product is [Cl:2][C:3]1[CH:4]=[C:5]([CH:18]=[CH:19][C:20]=1[F:21])[NH:6][C:7]1[C:16]2[C:11](=[CH:12][CH:13]=[CH:14][C:15]=2[O:22][CH:23]2[CH2:27][CH2:26][N:25]([CH3:28])[CH2:24]2)[N:10]=[CH:9][N:8]=1. The yield is 0.340. (4) The reactants are [CH3:1][O:2][C:3]1[CH:4]=[C:5]2[C:10](=[CH:11][CH:12]=1)[C:9](=[O:13])[N:8]([C:14]1[CH:19]=[CH:18][C:17]([O:20][CH3:21])=[CH:16][CH:15]=1)[CH:7]=[CH:6]2.[Br:22]N1C(=O)CCC1=O.C(=O)(O)[O-].[Na+]. The catalyst is C(#N)C. The product is [Br:22][C:6]1[C:5]2[C:10](=[CH:11][CH:12]=[C:3]([O:2][CH3:1])[CH:4]=2)[C:9](=[O:13])[N:8]([C:14]2[CH:15]=[CH:16][C:17]([O:20][CH3:21])=[CH:18][CH:19]=2)[CH:7]=1. The yield is 0.859.